From a dataset of Forward reaction prediction with 1.9M reactions from USPTO patents (1976-2016). Predict the product of the given reaction. (1) Given the reactants Cl[C:2]1[C:7]([N+:8]([O-:10])=[O:9])=[CH:6][CH:5]=[C:4]([Cl:11])[N:3]=1.[Cl:12][C:13]1[C:18]([Cl:19])=[CH:17][CH2:16][CH2:15][C:14]=1[CH2:20][NH2:21].C([O-])([O-])=O.[K+].[K+].O, predict the reaction product. The product is: [Cl:11][C:4]1[N:3]=[C:2]([NH:21][CH2:20][C:14]2[CH:15]=[CH:16][CH:17]=[C:18]([Cl:19])[C:13]=2[Cl:12])[C:7]([N+:8]([O-:10])=[O:9])=[CH:6][CH:5]=1. (2) Given the reactants [N+:1]([C:4]1[NH:8][N:7]=[C:6]([C:9]([OH:11])=O)[CH:5]=1)([O-:3])=[O:2].C1C=C[C:15]2[N:20](O)N=N[C:16]=2[CH:17]=1.C[CH2:23][N:24]=C=NCCCN(C)C.[CH3:33]N1CCOCC1.[C:40](C(N)(N)C(C)(C)CN)([O:42][C:43]([CH3:46])([CH3:45])[CH3:44])=[O:41].C([O-])(O)=O.[Na+], predict the reaction product. The product is: [N+:1]([C:4]1[NH:8][N:7]=[C:6]([C:9]([NH:24][CH2:23][C:16]([CH3:17])([CH3:33])[CH2:15][NH:20][C:40](=[O:41])[O:42][C:43]([CH3:46])([CH3:45])[CH3:44])=[O:11])[CH:5]=1)([O-:3])=[O:2]. (3) Given the reactants [Br-].[CH3:2][C:3]([CH3:28])=[CH:4][CH2:5][N+:6]1([CH3:27])[CH2:24][CH2:23][C@:13]23[C:14]4[C:15]5[O:22][C@H:12]2[C:11](=[O:25])[CH2:10][CH2:9][C@@:8]3([OH:26])[C@H:7]1[CH2:20][C:19]=4[CH:18]=[CH:17][C:16]=5[OH:21].C[I:30], predict the reaction product. The product is: [I-:30].[CH3:2][C:3]([CH3:28])=[CH:4][CH2:5][N+:6]1([CH3:27])[CH2:24][CH2:23][C@:13]23[C:14]4[C:15]5[O:22][C@H:12]2[C:11](=[O:25])[CH2:10][CH2:9][C@@:8]3([OH:26])[C@H:7]1[CH2:20][C:19]=4[CH:18]=[CH:17][C:16]=5[OH:21]. (4) Given the reactants [C:1]([C:3]1[CH:11]=[CH:10][CH:9]=[C:8]2[C:4]=1[C:5](=[O:30])[N:6]([CH:13]([C:19]1[CH:24]=[CH:23][C:22]([O:25][CH3:26])=[C:21]([O:27][CH2:28][CH3:29])[CH:20]=1)[CH2:14][S:15]([CH3:18])(=[O:17])=[O:16])[C:7]2=[O:12])#[N:2].[H][H].O.[ClH:34], predict the reaction product. The product is: [ClH:34].[NH2:2][CH2:1][C:3]1[CH:11]=[CH:10][CH:9]=[C:8]2[C:4]=1[C:5](=[O:30])[N:6]([CH:13]([C:19]1[CH:24]=[CH:23][C:22]([O:25][CH3:26])=[C:21]([O:27][CH2:28][CH3:29])[CH:20]=1)[CH2:14][S:15]([CH3:18])(=[O:17])=[O:16])[C:7]2=[O:12]. (5) Given the reactants [NH2:1][CH2:2][C@@H:3]1[O:7][C:6](=[O:8])[N:5]([C:9]2[CH:10]=[C:11]3[C:16](=[CH:17][CH:18]=2)[CH2:15][N:14]([C:19]([O:21][CH2:22][C:23]2[CH:28]=[CH:27][CH:26]=[CH:25][CH:24]=2)=[O:20])[CH2:13][CH2:12]3)[CH2:4]1.[C:29](O[C:29]([O:31][C:32]([CH3:35])([CH3:34])[CH3:33])=[O:30])([O:31][C:32]([CH3:35])([CH3:34])[CH3:33])=[O:30].C([O-])(O)=O.[Na+], predict the reaction product. The product is: [CH3:33][C:32]([CH3:35])([O:31][C:29]([NH:1][CH2:2][C@@H:3]1[O:7][C:6](=[O:8])[N:5]([C:9]2[CH:10]=[C:11]3[C:16](=[CH:17][CH:18]=2)[CH2:15][N:14]([C:19]([O:21][CH2:22][C:23]2[CH:24]=[CH:25][CH:26]=[CH:27][CH:28]=2)=[O:20])[CH2:13][CH2:12]3)[CH2:4]1)=[O:30])[CH3:34]. (6) Given the reactants [CH:1]1[C:6]([C:7]2[C:16](=[O:17])[C:15]3[CH:14]=[CH:13][C:12](O[C@@H]4O[C@H](CO)[C@@H](O)[C@H](O)[C@H]4O)=[CH:11][C:10]=3[O:9][CH:8]=2)=[CH:5][CH:4]=[C:3](O)[CH:2]=1.C1C(C2C(=O)C3C(O)=CC(O[C@@H]4O[C@H](CO)[C@@H](O)[C@H](O)[C@H]4O)=CC=3OC=2)=CC=C(O)C=1.COC1C=C2C(C(C3C=CC(O)=CC=3)=COC2=CC=1O[C@@H]1O[C@H](CO)[C@@H](O)[C@H](O)[C@H]1O)=O.C1C(C2C(=O)C3C=CC(O)=CC=3OC=2)=CC=C(O)C=1.C1C(C2C(=O)C3C(O)=CC(O)=CC=3OC=2)=CC=C(O)C=1.COC1C=C2C(=O)C(C3C=CC(O)=CC=3)=COC2=CC=1O.C1C(C2C(=O)C3C=CC(O[C@@H]4O[C@H](COC(CC(O)=O)=O)[C@@H](O)[C@H](O)[C@H]4O)=CC=3OC=2)=CC=C(O)C=1.C1C(C2C(=O)C3C(=CC(O[C@@H]4O[C@H](COC(CC(O)=O)=O)[C@@H](O)[C@H](O)[C@H]4O)=CC=3O)OC=2)=CC=C(O)C=1.COC1C=C2C(C(C3C=CC(O)=CC=3)=COC2=CC=1O[C@@H]1O[C@H](COC(CC(O)=O)=O)[C@@H](O)[C@H](O)[C@H]1O)=O.COC[C@H]1O[C@@H](OC2C=CC3C(C(C4C=CC(O)=CC=4)=COC=3C=2)=O)[C@H](O)[C@@H](O)[C@@H]1O.CC(OC[C@H]1O[C@@H](OC2C=C3OC=C(C4C=CC(O)=CC=4)C(=O)C3=CC=2OC)[C@H](O)[C@@H](O)[C@@H]1O)=O, predict the reaction product. The product is: [O:9]1[C:10]2[C:15](=[CH:14][CH:13]=[CH:12][CH:11]=2)[C:16](=[O:17])[C:7]([C:6]2[CH:1]=[CH:2][CH:3]=[CH:4][CH:5]=2)=[CH:8]1. (7) Given the reactants [CH3:1][O:2][C:3]([C:5]1[N:6]([C:28]2[CH:33]=[CH:32][CH:31]=[CH:30][CH:29]=2)[C:7]2[C:12]([C:13](=[O:26])[C:14]=1[CH2:15][C:16]1[CH:21]=[CH:20][C:19]([C:22](=[O:25])[CH2:23]Br)=[CH:18][CH:17]=1)=[CH:11][CH:10]=[C:9]([CH3:27])[N:8]=2)=[O:4].C([O-])=[O:35].[Na+], predict the reaction product. The product is: [CH3:1][O:2][C:3]([C:5]1[N:6]([C:28]2[CH:33]=[CH:32][CH:31]=[CH:30][CH:29]=2)[C:7]2[C:12]([C:13](=[O:26])[C:14]=1[CH2:15][C:16]1[CH:21]=[CH:20][C:19]([C:22](=[O:25])[CH2:23][OH:35])=[CH:18][CH:17]=1)=[CH:11][CH:10]=[C:9]([CH3:27])[N:8]=2)=[O:4]. (8) Given the reactants [C:1]([O:5][C:6]([N:8]1[CH2:12][C:11]([OH:14])([CH3:13])[CH2:10][C@H:9]1[C:15]([OH:17])=[O:16])=[O:7])([CH3:4])([CH3:3])[CH3:2].C([O-])([O-])=O.[Cs+].[Cs+].Br[CH2:25][C:26]1[CH:31]=[CH:30][CH:29]=[CH:28][CH:27]=1, predict the reaction product. The product is: [OH:14][C:11]1([CH3:13])[CH2:12][N:8]([C:6]([O:5][C:1]([CH3:2])([CH3:3])[CH3:4])=[O:7])[C@H:9]([C:15]([O:17][CH2:25][C:26]2[CH:31]=[CH:30][CH:29]=[CH:28][CH:27]=2)=[O:16])[CH2:10]1. (9) Given the reactants [C:1]([O:4][CH:5]1[C:6]([OH:53])([CH3:52])[CH2:7][CH2:8][CH:9]([O:44][Si:45]([CH2:50][CH3:51])([CH2:48][CH3:49])[CH2:46][CH3:47])[CH2:10][C:11]([O:13][CH:14](/[C:19](/[CH3:43])=[CH:20]/[CH:21]=[CH:22]/[CH:23]([CH3:42])[CH2:24][CH:25]2[O:41][CH:26]2[CH:27]([CH3:40])[CH:28]([O:31][C:32](=[O:39])[C:33]2[CH:38]=[CH:37][CH:36]=[CH:35][CH:34]=2)[CH2:29][CH3:30])[CH:15]([CH3:18])[CH:16]=[CH:17]1)=[O:12])(=[O:3])[CH3:2].C1(C)C=CC(S([O-])(=O)=O)=CC=1.[NH+]1C=CC=CC=1.[C:71]([O:74][CH2:75][CH3:76])(=O)[CH3:72], predict the reaction product. The product is: [C:1]([O:4][CH:5]1[C:6]([O:53][CH:71]([O:74][CH2:75][CH3:76])[CH3:72])([CH3:52])[CH2:7][CH2:8][CH:9]([O:44][Si:45]([CH2:48][CH3:49])([CH2:46][CH3:47])[CH2:50][CH3:51])[CH2:10][C:11]([O:13][CH:14](/[C:19](/[CH3:43])=[CH:20]/[CH:21]=[CH:22]/[CH:23]([CH3:42])[CH2:24][CH:25]2[O:41][CH:26]2[CH:27]([CH3:40])[CH:28]([O:31][C:32](=[O:39])[C:33]2[CH:34]=[CH:35][CH:36]=[CH:37][CH:38]=2)[CH2:29][CH3:30])[CH:15]([CH3:18])[CH:16]=[CH:17]1)=[O:12])(=[O:3])[CH3:2]. (10) Given the reactants [NH2:1][C:2]1[CH:3]=[N:4][CH:5]=[C:6]([F:32])[C:7]=1[C:8]#[C:9][C@@H:10]1[N:15]([S:16]([C:19]2[CH:24]=[CH:23][CH:22]=[CH:21][CH:20]=2)(=[O:18])=[O:17])[CH2:14][CH2:13][N:12]([C:25]([O:27][C:28]([CH3:31])([CH3:30])[CH3:29])=[O:26])[CH2:11]1.N#N, predict the reaction product. The product is: [NH2:1][C:2]1[CH:3]=[N:4][CH:5]=[C:6]([F:32])[C:7]=1[CH2:8][CH2:9][C@@H:10]1[N:15]([S:16]([C:19]2[CH:24]=[CH:23][CH:22]=[CH:21][CH:20]=2)(=[O:17])=[O:18])[CH2:14][CH2:13][N:12]([C:25]([O:27][C:28]([CH3:30])([CH3:29])[CH3:31])=[O:26])[CH2:11]1.